Dataset: Full USPTO retrosynthesis dataset with 1.9M reactions from patents (1976-2016). Task: Predict the reactants needed to synthesize the given product. Given the product [CH3:24][O:25][C:26]1[CH:27]=[C:28]2[C:33](=[CH:34][C:35]=1[O:36][CH3:37])[N:32]=[CH:31][N:30]=[C:29]2[O:38][C:39]1[CH:40]=[C:41]([NH:42][C:9]([NH:8][C:6]2[N:5]([C:18]3[CH:19]=[CH:20][CH:21]=[CH:22][CH:23]=3)[N:4]=[C:3]([CH2:1][CH3:2])[CH:7]=2)=[O:10])[CH:43]=[CH:44][CH:45]=1, predict the reactants needed to synthesize it. The reactants are: [CH2:1]([C:3]1[CH:7]=[C:6]([NH:8][C:9](=O)[O:10]C2C=CC=CC=2)[N:5]([C:18]2[CH:23]=[CH:22][CH:21]=[CH:20][CH:19]=2)[N:4]=1)[CH3:2].[CH3:24][O:25][C:26]1[CH:27]=[C:28]2[C:33](=[CH:34][C:35]=1[O:36][CH3:37])[N:32]=[CH:31][N:30]=[C:29]2[O:38][C:39]1[CH:40]=[C:41]([CH:43]=[CH:44][CH:45]=1)[NH2:42].